From a dataset of Full USPTO retrosynthesis dataset with 1.9M reactions from patents (1976-2016). Predict the reactants needed to synthesize the given product. Given the product [OH:1][C:2]1[C:11](=[O:12])[C:10]2[C:5](=[C:6]([CH2:13][CH2:14][CH2:15][CH2:16][CH2:17][CH2:18][CH2:19][CH2:20][CH3:21])[CH:7]=[CH:8][CH:9]=2)[O:4][C:3]=1[C:22]1[CH:27]=[C:26]([O:28][CH3:29])[C:25]([O:30][CH3:31])=[CH:24][C:23]=1[O:32][CH3:33], predict the reactants needed to synthesize it. The reactants are: [OH:1][C:2]1[C:11](=[O:12])[C:10]2[C:5](=[C:6]([CH2:13][CH:14]=[CH:15][CH2:16][CH2:17][CH2:18][CH2:19][CH2:20][CH3:21])[CH:7]=[CH:8][CH:9]=2)[O:4][C:3]=1[C:22]1[CH:27]=[C:26]([O:28][CH3:29])[C:25]([O:30][CH3:31])=[CH:24][C:23]=1[O:32][CH3:33].